Dataset: NCI-60 drug combinations with 297,098 pairs across 59 cell lines. Task: Regression. Given two drug SMILES strings and cell line genomic features, predict the synergy score measuring deviation from expected non-interaction effect. Drug 1: CC(C1=C(C=CC(=C1Cl)F)Cl)OC2=C(N=CC(=C2)C3=CN(N=C3)C4CCNCC4)N. Drug 2: CC1=C2C(C(=O)C3(C(CC4C(C3C(C(C2(C)C)(CC1OC(=O)C(C(C5=CC=CC=C5)NC(=O)OC(C)(C)C)O)O)OC(=O)C6=CC=CC=C6)(CO4)OC(=O)C)OC)C)OC. Cell line: OVCAR-8. Synergy scores: CSS=69.2, Synergy_ZIP=13.2, Synergy_Bliss=12.0, Synergy_Loewe=-14.7, Synergy_HSA=12.3.